This data is from Full USPTO retrosynthesis dataset with 1.9M reactions from patents (1976-2016). The task is: Predict the reactants needed to synthesize the given product. Given the product [F:1][C:2]1[CH:3]=[CH:4][C:5]([N:8]2[C:13](=[O:20])[C:14]([C:15]([O:17][CH2:18][CH3:19])=[O:16])=[CH:11][CH:10]=[N:9]2)=[CH:6][CH:7]=1, predict the reactants needed to synthesize it. The reactants are: [F:1][C:2]1[CH:7]=[CH:6][C:5]([NH:8]/[N:9]=[CH:10]/[CH:11]=O)=[CH:4][CH:3]=1.[C:13](OCC)(=[O:20])[CH2:14][C:15]([O:17][CH2:18][CH3:19])=[O:16].N1CCCCC1.CCOC(C)=O.